Task: Predict the reaction yield, written as a fraction of the theoretical maximum amount of product (1.0 means a 100% yield; for example, 0.34 means a 34% yield).. Dataset: Reaction yield outcomes from USPTO patents with 853,638 reactions (1) The reactants are [Si:1]([O:8][C:9]([CH3:31])([CH3:30])[CH2:10][N:11]1[C:19]2[C:14](=[CH:15][C:16]([O:20][C:21]3[CH:28]=[CH:27][C:26]([F:29])=[CH:25][C:22]=3[CH2:23][NH2:24])=[CH:17][CH:18]=2)[CH:13]=[N:12]1)([C:4]([CH3:7])([CH3:6])[CH3:5])([CH3:3])[CH3:2].ClC(Cl)(Cl)C[O:35][C:36](=O)[NH:37][C:38]1[N:39]([CH3:47])[N:40]=[C:41]([C:43]([CH3:46])([CH3:45])[CH3:44])[CH:42]=1.CCN(C(C)C)C(C)C. The catalyst is CC(N(C)C)=O.CCOCC. The product is [Si:1]([O:8][C:9]([CH3:31])([CH3:30])[CH2:10][N:11]1[C:19]2[C:14](=[CH:15][C:16]([O:20][C:21]3[CH:28]=[CH:27][C:26]([F:29])=[CH:25][C:22]=3[CH2:23][NH:24][C:36]([NH:37][C:38]3[N:39]([CH3:47])[N:40]=[C:41]([C:43]([CH3:45])([CH3:44])[CH3:46])[CH:42]=3)=[O:35])=[CH:17][CH:18]=2)[CH:13]=[N:12]1)([C:4]([CH3:7])([CH3:5])[CH3:6])([CH3:3])[CH3:2]. The yield is 0.830. (2) The product is [CH:1]([N:14]1[CH2:17][C:16]2([CH2:20][CH2:19][C@@H:18]2[NH:28][S@:26]([C:23]([CH3:25])([CH3:24])[CH3:22])=[O:27])[CH2:15]1)([C:8]1[CH:13]=[CH:12][CH:11]=[CH:10][CH:9]=1)[C:2]1[CH:7]=[CH:6][CH:5]=[CH:4][CH:3]=1. The reactants are [CH:1]([N:14]1[CH2:17][C:16]2([CH2:20][CH2:19][C:18]2=O)[CH2:15]1)([C:8]1[CH:13]=[CH:12][CH:11]=[CH:10][CH:9]=1)[C:2]1[CH:7]=[CH:6][CH:5]=[CH:4][CH:3]=1.[CH3:22][C:23]([S@@:26]([NH2:28])=[O:27])([CH3:25])[CH3:24].[BH4-].[Na+].CO. The yield is 0.700. The catalyst is C1COCC1.[Cl-].[Na+].O. (3) The reactants are [OH:1][C:2]1[CH:9]=[CH:8][C:5]([CH:6]=[O:7])=[C:4]([CH3:10])[CH:3]=1.Br[CH2:12][CH2:13][CH3:14]. No catalyst specified. The product is [CH3:10][C:4]1[CH:3]=[C:2]([O:1][CH2:12][CH2:13][CH3:14])[CH:9]=[CH:8][C:5]=1[CH:6]=[O:7]. The yield is 0.710.